From a dataset of Reaction yield outcomes from USPTO patents with 853,638 reactions. Predict the reaction yield, written as a fraction of the theoretical maximum amount of product (1.0 means a 100% yield; for example, 0.34 means a 34% yield). (1) The reactants are [CH2:1]([O:8][C@:9]1([CH2:33]O)[C@@H:13]([CH2:14][O:15][CH2:16][C:17]2[CH:22]=[CH:21][CH:20]=[CH:19][CH:18]=2)[O:12][C@@H:11]([N:23]2[CH:31]=[C:29]([CH3:30])[C:27](=[O:28])[NH:26][C:24]2=[O:25])[C@H:10]1[OH:32])[C:2]1[CH:7]=[CH:6][CH:5]=[CH:4][CH:3]=1.CS(Cl)(=O)=O.O.[H-].[Na+]. The catalyst is N1C=CC=CC=1.CN(C=O)C. The product is [CH2:1]([O:8][C@@:9]12[CH2:33][O:32][C@@H:10]1[C@H:11]([N:23]1[CH:31]=[C:29]([CH3:30])[C:27](=[O:28])[NH:26][C:24]1=[O:25])[O:12][C@@H:13]2[CH2:14][O:15][CH2:16][C:17]1[CH:22]=[CH:21][CH:20]=[CH:19][CH:18]=1)[C:2]1[CH:7]=[CH:6][CH:5]=[CH:4][CH:3]=1. The yield is 0.930. (2) The reactants are Br[C:2]1[N:7]=[C:6]([CH2:8][N:9]([CH2:13][CH2:14][CH3:15])[CH2:10][CH2:11][CH3:12])[CH:5]=[CH:4][CH:3]=1.[CH3:16][C:17]1[CH:22]=[C:21]([CH3:23])[CH:20]=[C:19]([CH3:24])[C:18]=1B(O)O.CC(C)([O-])C.[K+]. The catalyst is COCCOC.CC(O)(C)C.C1C=CC([P]([Pd]([P](C2C=CC=CC=2)(C2C=CC=CC=2)C2C=CC=CC=2)([P](C2C=CC=CC=2)(C2C=CC=CC=2)C2C=CC=CC=2)[P](C2C=CC=CC=2)(C2C=CC=CC=2)C2C=CC=CC=2)(C2C=CC=CC=2)C2C=CC=CC=2)=CC=1. The product is [C:17]1([CH3:16])[CH:22]=[C:21]([CH3:23])[CH:20]=[C:19]([CH3:24])[C:18]=1[C:2]1[N:7]=[C:6]([CH2:8][N:9]([CH2:13][CH2:14][CH3:15])[CH2:10][CH2:11][CH3:12])[CH:5]=[CH:4][CH:3]=1. The yield is 0.480. (3) The reactants are Br[CH:2](Br)C.[CH3:5][O:6][C:7]([C:9]1[S:10][C:11]([C:31]2[CH:36]=[CH:35][CH:34]=[CH:33][CH:32]=2)=[CH:12][C:13]=1[N:14]([C:22]([CH:24]1[CH2:29][CH2:28][CH:27]([CH3:30])[CH2:26][CH2:25]1)=[O:23])[CH:15]1[CH2:20][CH2:19][C:18](=O)[CH2:17][CH2:16]1)=[O:8].C(=O)(O)[O-].[Na+]. The catalyst is O1CCCC1.ClCCl.[Zn]. The product is [CH3:5][O:6][C:7]([C:9]1[S:10][C:11]([C:31]2[CH:36]=[CH:35][CH:34]=[CH:33][CH:32]=2)=[CH:12][C:13]=1[N:14]([C:22]([CH:24]1[CH2:25][CH2:26][CH:27]([CH3:30])[CH2:28][CH2:29]1)=[O:23])[CH:15]1[CH2:20][CH2:19][C:18](=[CH2:2])[CH2:17][CH2:16]1)=[O:8]. The yield is 0.810. (4) The reactants are [CH3:1][O:2][C:3](=[O:29])[C:4]([NH:18]C(OCC1C=CC=CC=1)=O)=[CH:5][C:6]1[CH:7]=[C:8]2[C:12](=[C:13]([CH2:15][CH3:16])[CH:14]=1)[NH:11][N:10]=[C:9]2[CH3:17]. The catalyst is CO.[Pd]. The product is [CH3:1][O:2][C:3](=[O:29])[CH:4]([NH2:18])[CH2:5][C:6]1[CH:7]=[C:8]2[C:12](=[C:13]([CH2:15][CH3:16])[CH:14]=1)[NH:11][N:10]=[C:9]2[CH3:17]. The yield is 0.910. (5) The reactants are [CH3:1][C:2]1[CH:7]=[C:6]([C:8]#[C:9][Si](C)(C)C)[CH:5]=[CH:4][N:3]=1.C(=O)([O-])[O-].[K+].[K+]. The yield is 0.880. The catalyst is CO. The product is [C:8]([C:6]1[CH:5]=[CH:4][N:3]=[C:2]([CH3:1])[CH:7]=1)#[CH:9]. (6) The reactants are [Cl:1][C:2]1[C:3]([CH3:15])=[C:4]([N+:12]([O-:14])=[O:13])[C:5]([OH:11])=[C:6]([C:8](=[O:10])[CH3:9])[CH:7]=1.C(N(CC)CC)C.[F:23][C:24]([F:37])([F:36])[S:25](O[S:25]([C:24]([F:37])([F:36])[F:23])(=[O:27])=[O:26])(=[O:27])=[O:26]. The catalyst is C(Cl)Cl. The product is [F:23][C:24]([F:37])([F:36])[S:25]([O:11][C:5]1[C:6]([C:8](=[O:10])[CH3:9])=[CH:7][C:2]([Cl:1])=[C:3]([CH3:15])[C:4]=1[N+:12]([O-:14])=[O:13])(=[O:27])=[O:26]. The yield is 0.780. (7) The reactants are [Cl:1][C:2]1[C:11]([O:12]C(C)C)=[C:10]2[C:5]([CH:6]=[CH:7][CH:8]=[N:9]2)=[C:4]([C:16]2[CH:17]=[N:18][CH:19]=[CH:20][CH:21]=2)[CH:3]=1.B(Cl)(Cl)Cl. No catalyst specified. The product is [Cl:1][C:2]1[C:11]([OH:12])=[C:10]2[C:5]([CH:6]=[CH:7][CH:8]=[N:9]2)=[C:4]([C:16]2[CH:17]=[N:18][CH:19]=[CH:20][CH:21]=2)[CH:3]=1. The yield is 0.940.